This data is from Full USPTO retrosynthesis dataset with 1.9M reactions from patents (1976-2016). The task is: Predict the reactants needed to synthesize the given product. (1) The reactants are: [H-].[Na+].[Br:3][C:4]1[C:12]2[C:11]([Cl:13])=[N:10][CH:9]=[N:8][C:7]=2[NH:6][CH:5]=1.[CH3:14][C:15]1[CH:40]=[CH:39][C:18]([C:19]([O:21][C@H:22]2[CH2:26][C@@H:25](Cl)[O:24][C@@H:23]2[CH2:28][O:29][C:30](=[O:38])[C:31]2[CH:36]=[CH:35][C:34]([CH3:37])=[CH:33][CH:32]=2)=[O:20])=[CH:17][CH:16]=1. Given the product [CH3:14][C:15]1[CH:16]=[CH:17][C:18]([C:19]([O:21][C@H:22]2[CH2:26][C@@H:25]([N:6]3[C:7]4[N:8]=[CH:9][N:10]=[C:11]([Cl:13])[C:12]=4[C:4]([Br:3])=[CH:5]3)[O:24][C@@H:23]2[CH2:28][O:29][C:30](=[O:38])[C:31]2[CH:32]=[CH:33][C:34]([CH3:37])=[CH:35][CH:36]=2)=[O:20])=[CH:39][CH:40]=1, predict the reactants needed to synthesize it. (2) Given the product [CH3:17][C:16]([CH3:21])=[O:15].[CH:16]([O:15][CH:8]([CH3:9])[CH3:5])([CH3:17])[CH3:21].[F:31][C:28]1[CH:27]=[CH:26][C:25]([CH2:24][NH:23][C:22]([C:21]2[C:16](=[O:15])[C:17]([O:37][CH3:38])=[C:18]([C:33]([O:35][CH3:36])=[O:34])[NH:19][CH:20]=2)=[O:32])=[CH:30][CH:29]=1, predict the reactants needed to synthesize it. The reactants are: [I-].[Na+].Cl[Si](C)(C)[CH3:5].[CH2:8]([O:15][C:16]1[C:21]([C:22](=[O:32])[NH:23][CH2:24][C:25]2[CH:30]=[CH:29][C:28]([F:31])=[CH:27][CH:26]=2)=[CH:20][N:19]=[C:18]([C:33]([O:35][CH3:36])=[O:34])[C:17]=1[O:37][CH3:38])[C:9]1C=CC=CC=1.S([O-])(O)=O.[Na+].